From a dataset of TCR-epitope binding with 47,182 pairs between 192 epitopes and 23,139 TCRs. Binary Classification. Given a T-cell receptor sequence (or CDR3 region) and an epitope sequence, predict whether binding occurs between them. (1) The epitope is FLNGSCGSV. The TCR CDR3 sequence is CASKDGGSYNEQFF. Result: 1 (the TCR binds to the epitope). (2) The epitope is KLNVGDYFV. The TCR CDR3 sequence is CASSQGERAYEQYF. Result: 1 (the TCR binds to the epitope). (3) The epitope is NLNESLIDL. The TCR CDR3 sequence is CASSSNRDSPGEAFF. Result: 1 (the TCR binds to the epitope). (4) The epitope is EILDITPCSF. The TCR CDR3 sequence is CASSDAVTSINYEQYF. Result: 1 (the TCR binds to the epitope).